The task is: Regression/Classification. Given a drug SMILES string, predict its toxicity properties. Task type varies by dataset: regression for continuous values (e.g., LD50, hERG inhibition percentage) or binary classification for toxic/non-toxic outcomes (e.g., AMES mutagenicity, cardiotoxicity, hepatotoxicity). Dataset: herg_karim.. This data is from hERG potassium channel inhibition data for cardiac toxicity prediction from Karim et al.. The compound is NC1(C(=O)NCc2ccc(Cl)cc2)CCCN(c2ncnc3[nH]ccc23)C1. The result is 1 (blocker).